From a dataset of Reaction yield outcomes from USPTO patents with 853,638 reactions. Predict the reaction yield, written as a fraction of the theoretical maximum amount of product (1.0 means a 100% yield; for example, 0.34 means a 34% yield). (1) The reactants are [CH:1]([N:4]([CH3:13])[C:5]1[CH:6]=C([CH:10]=[CH:11][N:12]=1)C#N)([CH3:3])[CH3:2].[OH-:14].[K+].[CH2:16]([OH:18])[CH3:17]. No catalyst specified. The product is [CH:1]([N:4]([CH3:13])[C:5]1[CH:6]=[C:17]([CH:10]=[CH:11][N:12]=1)[C:16]([OH:14])=[O:18])([CH3:3])[CH3:2]. The yield is 0.483. (2) The reactants are C(Cl)(=O)C(Cl)=O.[Br:7][C:8]1[CH:9]=[C:10]([C:14]2[C:23]3[C:18](=[CH:19][C:20]([Cl:25])=[C:21]([CH3:24])[CH:22]=3)[O:17][C:16](=[O:26])[C:15]=2[CH2:27][C:28](O)=[O:29])[CH:11]=[CH:12][CH:13]=1.[F:31][C:32]1[CH:38]=[CH:37][C:35]([NH2:36])=[C:34]([C:39]([F:42])([F:41])[F:40])[CH:33]=1.[H-].[Na+]. The catalyst is CN(C)C=O.C1COCC1.O. The product is [Br:7][C:8]1[CH:9]=[C:10]([C:14]2[C:23]3[C:18](=[CH:19][C:20]([Cl:25])=[C:21]([CH3:24])[CH:22]=3)[O:17][C:16](=[O:26])[C:15]=2[CH2:27][C:28]([NH:36][C:35]2[CH:37]=[CH:38][C:32]([F:31])=[CH:33][C:34]=2[C:39]([F:42])([F:40])[F:41])=[O:29])[CH:11]=[CH:12][CH:13]=1. The yield is 0.770. (3) The reactants are [F:1][C:2]([F:7])([F:6])[C:3]([OH:5])=[O:4].[CH3:8][O:9][C:10]([C:12]1[S:13][C:14]([C:17]2[C:18]([NH:35][CH2:36][CH:37]3[CH2:40][N:39](C(OC(C)(C)C)=O)[CH2:38]3)=[N:19][C:20]([C:23]3[CH:28]=[CH:27][CH:26]=[C:25]([C:29]4[CH:30]=[N:31][N:32]([CH3:34])[CH:33]=4)[CH:24]=3)=[N:21][CH:22]=2)=[N:15][N:16]=1)=[O:11]. The catalyst is C(Cl)Cl. The product is [F:1][C:2]([F:7])([F:6])[C:3]([OH:5])=[O:4].[CH3:8][O:9][C:10]([C:12]1[S:13][C:14]([C:17]2[C:18]([NH:35][CH2:36][CH:37]3[CH2:38][NH:39][CH2:40]3)=[N:19][C:20]([C:23]3[CH:28]=[CH:27][CH:26]=[C:25]([C:29]4[CH:30]=[N:31][N:32]([CH3:34])[CH:33]=4)[CH:24]=3)=[N:21][CH:22]=2)=[N:15][N:16]=1)=[O:11]. The yield is 0.200. (4) The product is [F:18][CH2:17][C:16](=[O:19])[CH:15]([NH:20][C:21]([CH:23]1[CH2:28][CH2:27][CH2:26][CH2:25][N:24]1[C:29]([N:31]1[C:44]2[CH:43]=[CH:42][CH:41]=[CH:40][C:39]=2[S:38][C:37]2[C:32]1=[CH:33][CH:34]=[CH:35][CH:36]=2)=[O:30])=[O:22])[CH2:14][C:13]([OH:45])=[O:12]. The yield is 0.660. The reactants are FC(F)(F)C(O)=O.C([O:12][C:13](=[O:45])[CH2:14][CH:15]([NH:20][C:21]([CH:23]1[CH2:28][CH2:27][CH2:26][CH2:25][N:24]1[C:29]([N:31]1[C:44]2[CH:43]=[CH:42][CH:41]=[CH:40][C:39]=2[S:38][C:37]2[C:32]1=[CH:33][CH:34]=[CH:35][CH:36]=2)=[O:30])=[O:22])[C:16](=[O:19])[CH2:17][F:18])(C)(C)C. The catalyst is C(Cl)Cl. (5) The reactants are [O:1]=[C:2]1[C:10]2[CH:9]=[CH:8][CH:7]=[C:6]([C:11]#[N:12])[C:5]=2[CH2:4][CH2:3]1.[BH4-].[Na+]. The catalyst is CCO. The product is [OH:1][CH:2]1[C:10]2[CH:9]=[CH:8][CH:7]=[C:6]([C:11]#[N:12])[C:5]=2[CH2:4][CH2:3]1. The yield is 0.820. (6) The reactants are [CH3:1][O:2][C:3]1[C:8]2[O:9][CH2:10][O:11][C:7]=2[CH:6]=[C:5]([CH2:12]O)[CH:4]=1.C([O-])(O)=O.[Na+].O=S(Cl)[Cl:21]. No catalyst specified. The product is [Cl:21][CH2:12][C:5]1[CH:4]=[C:3]([O:2][CH3:1])[C:8]2[O:9][CH2:10][O:11][C:7]=2[CH:6]=1. The yield is 0.940. (7) The reactants are [N:1]1[CH:6]=[CH:5][CH:4]=[CH:3][C:2]=1[C:7]1[N:11]=[C:10]([C:12]2[CH:17]=[C:16]([OH:18])[CH:15]=[C:14]([C:19]#[N:20])[CH:13]=2)[O:9][N:8]=1.C(=O)([O-])[O-].[K+].[K+].[CH3:27][O:28][CH2:29][CH2:30]Cl. The catalyst is CN(C)C=O.ClCCl. The product is [N:1]1[CH:6]=[CH:5][CH:4]=[CH:3][C:2]=1[C:7]1[N:11]=[C:10]([C:12]2[CH:17]=[C:16]([O:18][CH2:30][CH2:29][O:28][CH3:27])[CH:15]=[C:14]([C:19]#[N:20])[CH:13]=2)[O:9][N:8]=1. The yield is 0.500. (8) The reactants are [O:1]1[C:10]2[C:5](=[N:6][CH:7]=[CH:8][CH:9]=2)[CH:4]([N:11]([CH3:23])[CH2:12][C:13]([O:15]CC2C=CC=CC=2)=[O:14])[CH2:3][CH2:2]1.[H][H]. The catalyst is C(O)C.[Pd]. The product is [O:1]1[C:10]2[C:5](=[N:6][CH:7]=[CH:8][CH:9]=2)[CH:4]([N:11]([CH3:23])[CH2:12][C:13]([OH:15])=[O:14])[CH2:3][CH2:2]1. The yield is 0.950. (9) The reactants are CO[C:3](=[O:25])[C:4]1[CH:9]=[CH:8][C:7]([O:10][CH2:11][C:12]2[C:13]([C:18]3[CH:23]=[CH:22][CH:21]=[C:20]([F:24])[CH:19]=3)=[N:14][O:15][C:16]=2[CH3:17])=[N:6][CH:5]=1.[NH:26]1[CH2:31][CH2:30][S:29](=[O:33])(=[O:32])[CH2:28][CH2:27]1. No catalyst specified. The product is [O:32]=[S:29]1(=[O:33])[CH2:30][CH2:31][N:26]([C:3]([C:4]2[CH:5]=[N:6][C:7]([O:10][CH2:11][C:12]3[C:13]([C:18]4[CH:23]=[CH:22][CH:21]=[C:20]([F:24])[CH:19]=4)=[N:14][O:15][C:16]=3[CH3:17])=[CH:8][CH:9]=2)=[O:25])[CH2:27][CH2:28]1. The yield is 1.00.